Dataset: Peptide-MHC class I binding affinity with 185,985 pairs from IEDB/IMGT. Task: Regression. Given a peptide amino acid sequence and an MHC pseudo amino acid sequence, predict their binding affinity value. This is MHC class I binding data. (1) The peptide sequence is YTIYGAWMF. The MHC is HLA-C12:03 with pseudo-sequence HLA-C12:03. The binding affinity (normalized) is 0.345. (2) The peptide sequence is WPRHRRLSI. The MHC is HLA-A03:01 with pseudo-sequence HLA-A03:01. The binding affinity (normalized) is 0.0847. (3) The peptide sequence is NTCDGNTFTY. The MHC is HLA-A31:01 with pseudo-sequence HLA-A31:01. The binding affinity (normalized) is 0.676. (4) The peptide sequence is FTSAICSVVR. The MHC is HLA-A31:01 with pseudo-sequence HLA-A31:01. The binding affinity (normalized) is 0.954. (5) The peptide sequence is LIRILQRAL. The MHC is HLA-A02:01 with pseudo-sequence HLA-A02:01. The binding affinity (normalized) is 0.239.